This data is from Reaction yield outcomes from USPTO patents with 853,638 reactions. The task is: Predict the reaction yield, written as a fraction of the theoretical maximum amount of product (1.0 means a 100% yield; for example, 0.34 means a 34% yield). (1) The reactants are [F:1][C:2]1[CH:30]=[C:29]([NH:31]C(NC(=O)CC2C=CC=CC=2)=S)[CH:28]=[CH:27][C:3]=1[O:4][C:5]1[C:14]2[C:9](=[CH:10][C:11]([O:25][CH3:26])=[C:12]([C:15](NCCCOC(C)C)=[O:16])[CH:13]=2)[N:8]=[CH:7][CH:6]=1.N[C@@H](CC)C[OH:47].NC1C=CC(OC2C3C(=CC(OC)=C(C(N[C@@H](CC)CO)=O)C=3)N=CC=2)=C(F)C=1. No catalyst specified. The product is [NH2:31][C:29]1[CH:28]=[CH:27][C:3]([O:4][C:5]2[C:14]3[C:9](=[CH:10][C:11]([O:25][CH3:26])=[C:12]([C:15]([OH:47])=[O:16])[CH:13]=3)[N:8]=[CH:7][CH:6]=2)=[C:2]([F:1])[CH:30]=1. The yield is 0.810. (2) The reactants are [C:1]([OH:10])(=[O:9])[C:2]1[C:3](=[CH:5][CH:6]=[CH:7][CH:8]=1)[NH2:4].[C:11]1([C:21]2[N:22]=[C:23]([C:26](Cl)=[O:27])[S:24][CH:25]=2)[C:20]2[C:15](=[CH:16][CH:17]=[CH:18][CH:19]=2)[CH:14]=[CH:13][CH:12]=1. No catalyst specified. The product is [C:11]1([C:21]2[N:22]=[C:23]([C:26]([NH:4][C:3]3[CH:5]=[CH:6][CH:7]=[CH:8][C:2]=3[C:1]([OH:10])=[O:9])=[O:27])[S:24][CH:25]=2)[C:20]2[C:15](=[CH:16][CH:17]=[CH:18][CH:19]=2)[CH:14]=[CH:13][CH:12]=1. The yield is 0.140. (3) The reactants are [F:1][C:2]1[CH:7]=[C:6]([F:8])[CH:5]=[CH:4][C:3]=1[NH:9][C:10]1[C:19]2[C:14](=[CH:15][C:16]([O:28][CH2:29][CH3:30])=[C:17]([C:20]3[CH:21]=[N:22][C:23]([O:26]C)=[CH:24][CH:25]=3)[CH:18]=2)[N:13]=[CH:12][C:11]=1[C:31]([NH2:33])=[O:32].[I-].[Na+].[Si](Cl)(C(C)(C)C)(C)C.O. The catalyst is C(#N)C. The product is [F:1][C:2]1[CH:7]=[C:6]([F:8])[CH:5]=[CH:4][C:3]=1[NH:9][C:10]1[C:19]2[C:14](=[CH:15][C:16]([O:28][CH2:29][CH3:30])=[C:17]([C:20]3[CH:25]=[CH:24][C:23](=[O:26])[NH:22][CH:21]=3)[CH:18]=2)[N:13]=[CH:12][C:11]=1[C:31]([NH2:33])=[O:32]. The yield is 0.490. (4) The reactants are Cl[C:2]1[CH:11]=[CH:10][N:9]=[C:8]2[C:3]=1[C:4]1[CH:16]=[CH:15][CH:14]=[CH:13][C:5]=1[C:6](=[O:12])[NH:7]2.N[C:18]1[CH:19]=[C:20]([OH:24])[CH:21]=[CH:22][CH:23]=1.C(=O)([O-])[O-].[K+].[K+].[CH3:31][N:32](C=O)C. The catalyst is CO. The product is [C:31]([C:23]1[CH:22]=[CH:21][C:20]([O:24][C:2]2[CH:11]=[CH:10][N:9]=[C:8]3[C:3]=2[C:4]2[CH:16]=[CH:15][CH:14]=[CH:13][C:5]=2[C:6](=[O:12])[NH:7]3)=[CH:19][CH:18]=1)#[N:32]. The yield is 0.0800.